Dataset: Forward reaction prediction with 1.9M reactions from USPTO patents (1976-2016). Task: Predict the product of the given reaction. (1) Given the reactants [O:1]1[CH2:6][CH2:5][CH2:4][CH2:3][CH:2]1[O:7][CH2:8][C:9]1[CH:18]=[CH:17][C:12]([C:13](OC)=[O:14])=[CH:11][N:10]=1.CC(C[AlH]CC(C)C)C, predict the reaction product. The product is: [O:1]1[CH2:6][CH2:5][CH2:4][CH2:3][CH:2]1[O:7][CH2:8][C:9]1[N:10]=[CH:11][C:12]([CH2:13][OH:14])=[CH:17][CH:18]=1. (2) Given the reactants [N:1]1([S:5]([NH2:8])(=[O:7])=[O:6])[CH2:4][CH2:3][CH2:2]1.C1(P(C2CCCCC2)C2C=CC=CC=2C2C(C(C)C)=CC(C(C)C)=CC=2C(C)C)CCCCC1.C(=O)([O-])[O-].[Cs+].[Cs+].ClC1C=C(OC2COC(C3C=CC=CC=3)OC2)N=C(SCC2C=CC=C(F)C=2F)N=1.Cl[C:80]1[CH:85]=[C:84]([O:86][C@@H:87]([C@@H:89]2[CH2:93][O:92][C:91]([CH3:95])([CH3:94])[O:90]2)[CH3:88])[N:83]=[C:82]([S:96][CH2:97][C:98]2[CH:103]=[CH:102][CH:101]=[C:100]([F:104])[C:99]=2[F:105])[N:81]=1.[Cl-].[NH4+], predict the reaction product. The product is: [F:105][C:99]1[C:100]([F:104])=[CH:101][CH:102]=[CH:103][C:98]=1[CH2:97][S:96][C:82]1[N:81]=[C:80]([NH:8][S:5]([N:1]2[CH2:4][CH2:3][CH2:2]2)(=[O:7])=[O:6])[CH:85]=[C:84]([O:86][C@@H:87]([C@@H:89]2[CH2:93][O:92][C:91]([CH3:94])([CH3:95])[O:90]2)[CH3:88])[N:83]=1. (3) Given the reactants C(OC(=O)[C:5]1[C:10]([OH:11])=[CH:9][C:8]([C:12]([F:15])([F:14])[F:13])=[N:7][C:6]=1[OH:16])C, predict the reaction product. The product is: [F:15][C:12]([F:13])([F:14])[C:8]1[N:7]=[C:6]([OH:16])[CH:5]=[C:10]([OH:11])[CH:9]=1. (4) Given the reactants C[O:2][C:3](=[O:13])[C:4]1[CH:9]=[CH:8][C:7]([F:10])=[C:6]([O:11][CH3:12])[CH:5]=1.O.[OH-].[Li+], predict the reaction product. The product is: [F:10][C:7]1[CH:8]=[CH:9][C:4]([C:3]([OH:13])=[O:2])=[CH:5][C:6]=1[O:11][CH3:12]. (5) Given the reactants [CH3:1][O:2][C:3]([C@@H:5]1[CH2:9][C@H:8]([N:10]=[N+]=[N-])[CH2:7][N:6]1[CH2:13][CH:14]1[CH2:19][CH2:18][CH2:17][CH2:16][CH2:15]1)=[O:4].C1(P(C2C=CC=CC=2)C2C=CC=CC=2)C=CC=CC=1.O, predict the reaction product. The product is: [CH3:1][O:2][C:3]([C@@H:5]1[CH2:9][C@H:8]([NH2:10])[CH2:7][N:6]1[CH2:13][CH:14]1[CH2:19][CH2:18][CH2:17][CH2:16][CH2:15]1)=[O:4].